From a dataset of Forward reaction prediction with 1.9M reactions from USPTO patents (1976-2016). Predict the product of the given reaction. (1) Given the reactants Br[C:2]1[N:7]=[C:6]([NH:8][CH2:9][CH:10]2[CH2:15][CH2:14][O:13][CH2:12][CH2:11]2)[CH:5]=[CH:4][CH:3]=1.[Cl:16][C:17]1[C:18](B(O)O)=[CH:19][C:20]([F:23])=[N:21][CH:22]=1.C(=O)([O-])[O-].[Na+].[Na+], predict the reaction product. The product is: [Cl:16][C:17]1[C:18]([C:2]2[CH:3]=[CH:4][CH:5]=[C:6]([NH:8][CH2:9][CH:10]3[CH2:15][CH2:14][O:13][CH2:12][CH2:11]3)[N:7]=2)=[CH:19][C:20]([F:23])=[N:21][CH:22]=1. (2) Given the reactants [OH:1][C@H:2]1[CH2:7][CH2:6][O:5][C:3]1=[O:4].[CH:8]1[C:17]2[C:12](=[CH:13][CH:14]=[CH:15][CH:16]=2)[CH:11]=[CH:10][C:9]=1[SH:18].[H-].[Na+], predict the reaction product. The product is: [OH:1][C@@H:2]([CH2:7][CH2:6][S:18][C:9]1[CH:10]=[CH:11][C:12]2[C:17](=[CH:16][CH:15]=[CH:14][CH:13]=2)[CH:8]=1)[C:3]([OH:5])=[O:4]. (3) Given the reactants Cl.[Si]([O:19][CH2:20][CH2:21][O:22][CH2:23][C@H:24]([O:35][C:36]1[C:37]2[N:44]=[N:43][N:42]([C:45]3[CH:50]=[CH:49][CH:48]=[CH:47][C:46]=3[Cl:51])[C:38]=2[N:39]=[CH:40][N:41]=1)[C:25]([NH:27][C:28]1[CH:33]=[CH:32][C:31]([Cl:34])=[CH:30][N:29]=1)=[O:26])(C(C)(C)C)(C1C=CC=CC=1)C1C=CC=CC=1, predict the reaction product. The product is: [Cl:51][C:46]1[CH:47]=[CH:48][CH:49]=[CH:50][C:45]=1[N:42]1[C:38]2[N:39]=[CH:40][N:41]=[C:36]([O:35][C@@H:24]([CH2:23][O:22][CH2:21][CH2:20][OH:19])[C:25]([NH:27][C:28]3[CH:33]=[CH:32][C:31]([Cl:34])=[CH:30][N:29]=3)=[O:26])[C:37]=2[N:44]=[N:43]1.